From a dataset of Catalyst prediction with 721,799 reactions and 888 catalyst types from USPTO. Predict which catalyst facilitates the given reaction. (1) Reactant: [CH3:1][O:2][C:3]([C:5]1[CH:13]=[CH:12][C:8]([C:9]([OH:11])=O)=[CH:7][CH:6]=1)=[O:4].CN(C(ON1N=NC2C=CC=NC1=2)=[N+](C)C)C.F[P-](F)(F)(F)(F)F.C(N(C(C)C)CC)(C)C.[CH3:47][N:48]([CH3:68])[CH:49]([CH2:66][CH3:67])[CH:50]([C:56]1[CH:65]=[CH:64][C:59]2[N:60]=[C:61]([NH2:63])[S:62][C:58]=2[CH:57]=1)[N:51]1[CH:55]=[CH:54][N:53]=[CH:52]1. Product: [CH3:47][N:48]([CH3:68])[CH:49]([CH2:66][CH3:67])[CH:50]([C:56]1[CH:65]=[CH:64][C:59]2[N:60]=[C:61]([NH:63][C:9]([C:8]3[CH:7]=[CH:6][C:5]([C:3]([O:2][CH3:1])=[O:4])=[CH:13][CH:12]=3)=[O:11])[S:62][C:58]=2[CH:57]=1)[N:51]1[CH:55]=[CH:54][N:53]=[CH:52]1. The catalyst class is: 3. (2) Reactant: CN(C)C=O.[C:6]([NH:9][C:10]1[CH:18]=[CH:17][C:13]([C:14]([OH:16])=O)=[CH:12][C:11]=1[N+:19]([O-:21])=[O:20])(=[O:8])[CH3:7].[CH2:22]([S:26]([NH2:29])(=[O:28])=[O:27])[CH2:23][CH2:24][CH3:25].C1(C2CCCCCCCCCC=2)CCCCCCCCNN=1. Product: [CH2:22]([S:26]([NH:29][C:14](=[O:16])[C:13]1[CH:17]=[CH:18][C:10]([NH:9][C:6](=[O:8])[CH3:7])=[C:11]([N+:19]([O-:21])=[O:20])[CH:12]=1)(=[O:28])=[O:27])[CH2:23][CH2:24][CH3:25]. The catalyst class is: 408.